From a dataset of Forward reaction prediction with 1.9M reactions from USPTO patents (1976-2016). Predict the product of the given reaction. Given the reactants Cl[C:2]1[C:3]2[N:11]=[N:10][N:9]([CH2:12][C:13]3[CH:18]=[CH:17][CH:16]=[C:15]([C:19]4([O:24][Si:25]([CH3:28])([CH3:27])[CH3:26])[CH2:23][CH2:22][CH2:21][CH2:20]4)[N:14]=3)[C:4]=2[N:5]=[C:6]([NH2:8])[N:7]=1.[CH3:29][C:30]1[N:31]=[CH:32][S:33][CH:34]=1, predict the reaction product. The product is: [CH3:29][C:30]1[N:31]=[C:32]([C:2]2[C:3]3[N:11]=[N:10][N:9]([CH2:12][C:13]4[CH:18]=[CH:17][CH:16]=[C:15]([C:19]5([O:24][Si:25]([CH3:28])([CH3:26])[CH3:27])[CH2:20][CH2:21][CH2:22][CH2:23]5)[N:14]=4)[C:4]=3[N:5]=[C:6]([NH2:8])[N:7]=2)[S:33][CH:34]=1.